From a dataset of Full USPTO retrosynthesis dataset with 1.9M reactions from patents (1976-2016). Predict the reactants needed to synthesize the given product. (1) Given the product [Cl:27][C:23]1[CH:22]=[CH:21][CH:20]=[C:19]2[C:24]=1[C:25](=[O:26])[C:11]([C:9]([NH:8][CH2:7][C:6]([OH:29])=[O:5])=[O:10])=[C:12]([OH:28])[C:13]12[CH2:14][CH2:15][O:16][CH2:17][CH2:18]1, predict the reactants needed to synthesize it. The reactants are: C([O:5][C:6](=[O:29])[CH2:7][NH:8][C:9]([C:11]1[C:25](=[O:26])[C:24]2[C:19](=[CH:20][CH:21]=[CH:22][C:23]=2[Cl:27])[C:13]2([CH2:18][CH2:17][O:16][CH2:15][CH2:14]2)[C:12]=1[OH:28])=[O:10])(C)(C)C. (2) Given the product [Cl:1][C:2]1[C:9]([Cl:10])=[C:8]([OH:11])[CH:7]=[CH:6][C:3]=1[CH:4]=[O:5], predict the reactants needed to synthesize it. The reactants are: [Cl:1][C:2]1[C:9]([Cl:10])=[C:8]([O:11]C)[CH:7]=[CH:6][C:3]=1[CH:4]=[O:5].B(Br)(Br)Br. (3) Given the product [CH3:1][S:2]([C:5]1[CH:6]=[CH:7][C:8]([C:11]2[CH:16]=[CH:15][C:14]([O:17][CH2:31][CH:28]3[CH2:29][CH2:30][N:25]([C:18]([O:20][C:21]([CH3:22])([CH3:24])[CH3:23])=[O:19])[CH2:26][CH2:27]3)=[CH:13][CH:12]=2)=[CH:9][CH:10]=1)(=[O:3])=[O:4], predict the reactants needed to synthesize it. The reactants are: [CH3:1][S:2]([C:5]1[CH:10]=[CH:9][C:8]([C:11]2[CH:16]=[CH:15][C:14]([OH:17])=[CH:13][CH:12]=2)=[CH:7][CH:6]=1)(=[O:4])=[O:3].[C:18]([N:25]1[CH2:30][CH2:29][CH:28]([CH2:31]O)[CH2:27][CH2:26]1)([O:20][C:21]([CH3:24])([CH3:23])[CH3:22])=[O:19].C1C=CC(P(C2C=CC=CC=2)C2C=CC=CC=2)=CC=1.N(C(OC(C)C)=O)=NC(OC(C)C)=O. (4) Given the product [NH2:1][C:2]1[C:3]([C:16]([NH2:18])=[O:17])=[N:4][C:5]([C:8]2[CH:13]=[C:12]([C:20]#[C:19][C@:21]3([OH:28])[CH2:25][CH2:24][N:23]([CH3:26])[C:22]3=[O:27])[CH:11]=[CH:10][C:9]=2[F:15])=[N:6][CH:7]=1, predict the reactants needed to synthesize it. The reactants are: [NH2:1][C:2]1[C:3]([C:16]([NH2:18])=[O:17])=[N:4][C:5]([C:8]2[CH:13]=[C:12](Br)[CH:11]=[CH:10][C:9]=2[F:15])=[N:6][CH:7]=1.[C:19]([C@:21]1([OH:28])[CH2:25][CH2:24][N:23]([CH3:26])[C:22]1=[O:27])#[CH:20]. (5) Given the product [CH2:1]([N:8]1[CH2:13][CH2:12][C:11]2([C:14](=[O:15])[NH:21][CH2:20][CH2:19]2)[CH:10]([OH:22])[CH2:9]1)[C:2]1[CH:7]=[CH:6][CH:5]=[CH:4][CH:3]=1, predict the reactants needed to synthesize it. The reactants are: [CH2:1]([N:8]1[CH2:13][CH2:12][C:11]([CH2:19][C:20]#[N:21])([C:14](OCC)=[O:15])[C:10](=[O:22])[CH2:9]1)[C:2]1[CH:7]=[CH:6][CH:5]=[CH:4][CH:3]=1.CO.C(O)(=O)C.C([O-])([O-])=O.[K+].[K+]. (6) Given the product [CH2:11]([NH:18][C:2]1[CH:7]=[CH:6][CH:5]=[CH:4][C:3]=1[N+:8]([O-:10])=[O:9])[C:12]1[CH:17]=[CH:16][CH:15]=[CH:14][CH:13]=1, predict the reactants needed to synthesize it. The reactants are: F[C:2]1[CH:7]=[CH:6][CH:5]=[CH:4][C:3]=1[N+:8]([O-:10])=[O:9].[CH2:11]([NH2:18])[C:12]1[CH:17]=[CH:16][CH:15]=[CH:14][CH:13]=1.CCN(C(C)C)C(C)C.O.